Dataset: Full USPTO retrosynthesis dataset with 1.9M reactions from patents (1976-2016). Task: Predict the reactants needed to synthesize the given product. (1) Given the product [OH:2][C:3]1[C:10]([O:11][CH2:12][CH2:13][O:14][CH3:15])=[CH:9][C:6]([C:7]#[N:8])=[C:5]([N+:16]([O-:18])=[O:17])[CH:4]=1, predict the reactants needed to synthesize it. The reactants are: C[O:2][C:3]1[C:10]([O:11][CH2:12][CH2:13][O:14][CH3:15])=[CH:9][C:6]([C:7]#[N:8])=[C:5]([N+:16]([O-:18])=[O:17])[CH:4]=1.[Al+3].[Cl-].[Cl-].[Cl-].CC(=O)OCC. (2) Given the product [CH2:55]([O:57][C:58](=[O:67])[CH2:59][C:60]([CH3:66])([CH3:65])[CH2:61][N:62]1[C:63](=[S:64])[N:10]2[C:9]3[CH:11]=[C:12]([C:14]4[CH:19]=[CH:18][C:17]([N+:20]([O-:22])=[O:21])=[CH:16][CH:15]=4)[O:13][C:8]=3[CH:7]=[C:6]2[C:4]1=[O:5])[CH3:56], predict the reactants needed to synthesize it. The reactants are: C(O[C:4]([C:6]1[NH:10][C:9]2[CH:11]=[C:12]([C:14]3[CH:19]=[CH:18][C:17]([N+:20]([O-:22])=[O:21])=[CH:16][CH:15]=3)[O:13][C:8]=2[CH:7]=1)=[O:5])C.C(OC(=O)C(CC)CCN1C(=S)N2C3C=C(C4C=CC([N+]([O-])=O)=CC=4)OC=3C=C2C1=O)C.[CH2:55]([O:57][C:58](=[O:67])[CH2:59][C:60]([CH3:66])([CH3:65])[CH2:61][N:62]=[C:63]=[S:64])[CH3:56].C(=O)([O-])[O-].[K+].[K+]. (3) Given the product [ClH:57].[CH3:38][N:22]([CH3:21])[CH2:23][C@H:24]([CH3:37])[C@@:25]([C:29]1[CH:34]=[CH:33][CH:32]=[C:31]([O:35][CH3:36])[CH:30]=1)([OH:28])[CH2:26][CH3:27], predict the reactants needed to synthesize it. The reactants are: B(O)(O)[C@H]1N(C([C@@H](N)C(C)C)=O)CCC1.CS(O)(=O)=O.[CH3:21][N:22]([CH3:38])[CH2:23][C@H:24]([CH3:37])[C@@:25]([C:29]1[CH:34]=[CH:33][CH:32]=[C:31]([O:35][CH3:36])[CH:30]=1)([OH:28])[CH2:26][CH3:27].CN(C)C[C@@H](C)[C@](C1C=CC=C(OC)C=1)(O)CC.[ClH:57]. (4) Given the product [C:1]1([C:37]2[CH:38]=[CH:39][CH:40]=[CH:41][CH:42]=2)[CH:6]=[CH:5][C:4]([C:7]2[N:12]=[C:11]3[C:13]([C:34]#[N:35])=[C:14]([O:24][C@@H:25]4[CH2:29][O:28][C@@H:27]5[C@H:30]([OH:33])[CH2:31][O:32][C@H:26]45)[NH:15][C:10]3=[CH:9][C:8]=2[Cl:36])=[CH:3][CH:2]=1, predict the reactants needed to synthesize it. The reactants are: [C:1]1([C:37]2[CH:42]=[CH:41][CH:40]=[CH:39][CH:38]=2)[CH:6]=[CH:5][C:4]([C:7]2[N:12]=[C:11]3[C:13]([C:34]#[N:35])=[C:14]([O:24][C@@H:25]4[CH2:29][O:28][C@@H:27]5[C@H:30]([OH:33])[CH2:31][O:32][C@H:26]45)[N:15](COCC[Si](C)(C)C)[C:10]3=[CH:9][C:8]=2[Cl:36])=[CH:3][CH:2]=1.[F-].C([N+](CCCC)(CCCC)CCCC)CCC.C(N)CN.